The task is: Predict the product of the given reaction.. This data is from Forward reaction prediction with 1.9M reactions from USPTO patents (1976-2016). Given the reactants C[O:2][C:3]1[CH:8]=[CH:7][C:6]([N:9]2[C:21]3[CH:20]=[CH:19][CH:18]=[CH:17][C:16]=3[C:15]3[C:10]2=[CH:11][CH:12]=[CH:13][CH:14]=3)=[CH:5][CH:4]=1.B(Br)(Br)Br.O, predict the reaction product. The product is: [OH:2][C:3]1[CH:8]=[CH:7][C:6]([N:9]2[C:10]3[CH:11]=[CH:12][CH:13]=[CH:14][C:15]=3[C:16]3[C:21]2=[CH:20][CH:19]=[CH:18][CH:17]=3)=[CH:5][CH:4]=1.